Dataset: Reaction yield outcomes from USPTO patents with 853,638 reactions. Task: Predict the reaction yield, written as a fraction of the theoretical maximum amount of product (1.0 means a 100% yield; for example, 0.34 means a 34% yield). (1) The reactants are [NH2:1][C:2]1[CH:7]=[C:6]([O:8][C:9]2[CH:14]=[CH:13][C:12]([NH:15][C:16]([C:18]3[C:22](=[O:23])[N:21]([C:24]4[CH:29]=[CH:28][CH:27]=[CH:26][CH:25]=4)[N:20]4[CH2:30][CH2:31][CH2:32][C:19]=34)=[O:17])=[CH:11][C:10]=2[F:33])[CH:5]=[CH:4][N:3]=1.N1C=CC=CC=1.[CH:40]1([C:43](Cl)=[O:44])[CH2:42][CH2:41]1. The catalyst is CC#N.CN(C1C=CN=CC=1)C.C(Cl)Cl.O. The product is [CH:40]1([C:43]([NH:1][C:2]2[CH:7]=[C:6]([O:8][C:9]3[CH:14]=[CH:13][C:12]([NH:15][C:16]([C:18]4[C:22](=[O:23])[N:21]([C:24]5[CH:29]=[CH:28][CH:27]=[CH:26][CH:25]=5)[N:20]5[CH2:30][CH2:31][CH2:32][C:19]=45)=[O:17])=[CH:11][C:10]=3[F:33])[CH:5]=[CH:4][N:3]=2)=[O:44])[CH2:42][CH2:41]1. The yield is 0.670. (2) The reactants are C([NH:8][CH:9]1[C@@H:13]([CH2:14][OH:15])[O:12][C@@H:11]([N:16]2[CH:24]=[N:23][C:22]3[C:21](=[O:25])[NH:20][C:19]([N:26]=[CH:27][N:28]([CH3:30])[CH3:29])=[N:18][C:17]2=3)[CH:10]1[OH:31])C1C=CC=CC=1.C([O-])=O.[NH4+]. The catalyst is CCO.CC(O)=O.[Pd]. The product is [NH2:8][CH:9]1[C@@H:13]([CH2:14][OH:15])[O:12][C@@H:11]([N:16]2[CH:24]=[N:23][C:22]3[C:21](=[O:25])[NH:20][C:19]([N:26]=[CH:27][N:28]([CH3:29])[CH3:30])=[N:18][C:17]2=3)[CH:10]1[OH:31]. The yield is 0.850. (3) The reactants are C(OC(=O)[NH:7][CH:8]([CH3:16])[CH2:9][N:10]1[CH2:15][CH2:14][O:13][CH2:12][CH2:11]1)(C)(C)C.Cl. The catalyst is CO. The product is [CH3:16][C@H:8]([NH2:7])[CH2:9][N:10]1[CH2:15][CH2:14][O:13][CH2:12][CH2:11]1. The yield is 0.960. (4) The reactants are C[O:2][C:3](=[O:38])[CH2:4][C@H:5]([OH:37])[CH2:6][C@H:7]([OH:36])[CH2:8][CH2:9][C:10]1[N:11]([CH2:34][CH3:35])[C:12]([C:25](=[O:33])[NH:26][C:27]2[CH:32]=[CH:31][CH:30]=[CH:29][CH:28]=2)=[C:13]([CH:22]([CH3:24])[CH3:23])[C:14]=1[C:15]1[CH:20]=[CH:19][C:18]([F:21])=[CH:17][CH:16]=1.O.[OH-].[Na+:41]. The catalyst is C(O)C. The product is [Na+:41].[CH2:34]([N:11]1[C:12]([C:25](=[O:33])[NH:26][C:27]2[CH:28]=[CH:29][CH:30]=[CH:31][CH:32]=2)=[C:13]([CH:22]([CH3:24])[CH3:23])[C:14]([C:15]2[CH:16]=[CH:17][C:18]([F:21])=[CH:19][CH:20]=2)=[C:10]1[CH2:9][CH2:8][C@@H:7]([OH:36])[CH2:6][C@@H:5]([OH:37])[CH2:4][C:3]([O-:38])=[O:2])[CH3:35]. The yield is 0.920. (5) The reactants are C[O:2][CH:3](OC)[C:4]1[S:8][C:7]([C:9]2[CH:10]=[C:11]3[C:15](=[CH:16][CH:17]=2)[C:14](=[O:18])[N:13]([CH2:19][CH2:20][CH2:21]I)[CH2:12]3)=[CH:6][CH:5]=1.[CH3:25][N:26]1[CH2:31][CH2:30][NH:29][CH2:28][CH2:27]1. No catalyst specified. The product is [CH3:25][N:26]1[CH2:31][CH2:30][N:29]([CH2:21][CH2:20][CH2:19][N:13]2[CH2:12][C:11]3[C:15](=[CH:16][CH:17]=[C:9]([C:7]4[S:8][C:4]([CH:3]=[O:2])=[CH:5][CH:6]=4)[CH:10]=3)[C:14]2=[O:18])[CH2:28][CH2:27]1. The yield is 0.780. (6) The reactants are [S-:1][C:2]#[N:3].[K+].[NH2:5][C:6]1[CH:7]=[CH:8][C:9]([O:16][C:17]2[CH:22]=[CH:21][CH:20]=[C:19]([NH:23][C:24]([C:26]3[CH:31]=[CH:30][CH:29]=[C:28]([C:32]([C:35]#[N:36])([CH3:34])[CH3:33])[CH:27]=3)=[O:25])[CH:18]=2)=[C:10]([CH:15]=1)[C:11]([O:13][CH3:14])=[O:12].BrBr. The catalyst is C(O)(=O)C. The product is [NH2:3][C:2]1[S:1][C:15]2[C:10]([C:11]([O:13][CH3:14])=[O:12])=[C:9]([O:16][C:17]3[CH:22]=[CH:21][CH:20]=[C:19]([NH:23][C:24]([C:26]4[CH:31]=[CH:30][CH:29]=[C:28]([C:32]([C:35]#[N:36])([CH3:33])[CH3:34])[CH:27]=4)=[O:25])[CH:18]=3)[CH:8]=[CH:7][C:6]=2[N:5]=1. The yield is 0.900. (7) The reactants are [CH3:1][NH:2][C:3]([C:5]1[S:6][CH:7]=[C:8]([CH3:19])[C:9]=1[NH:10][C:11]1[C:16]([Cl:17])=[CH:15][N:14]=[C:13]([Cl:18])[N:12]=1)=[O:4].S(Cl)([Cl:23])(=O)=O. The catalyst is C(Cl)Cl. The product is [CH3:1][NH:2][C:3]([C:5]1[S:6][C:7]([Cl:23])=[C:8]([CH3:19])[C:9]=1[NH:10][C:11]1[C:16]([Cl:17])=[CH:15][N:14]=[C:13]([Cl:18])[N:12]=1)=[O:4]. The yield is 0.0900.